From a dataset of Catalyst prediction with 721,799 reactions and 888 catalyst types from USPTO. Predict which catalyst facilitates the given reaction. Reactant: [CH3:1][O:2][C:3]1[CH:4]=[C:5]2[C:10](=[C:11]3[CH2:15][C:14]([CH3:17])([CH3:16])[O:13][C:12]=13)[C:9]([C:18]1[CH:19]=[C:20]([NH2:24])[CH:21]=[CH:22][CH:23]=1)=[N:8][C:7]([CH3:26])([CH3:25])[CH2:6]2.[C:27]([O:31][C:32]([NH:34][CH2:35][CH2:36][C:37](O)=[O:38])=[O:33])([CH3:30])([CH3:29])[CH3:28].O.ON1C2C=CC=CC=2N=N1.Cl.C(N=C=NCCCN(C)C)C. Product: [O:38]=[C:37]([NH:24][C:20]1[CH:21]=[CH:22][CH:23]=[C:18]([C:9]2[C:10]3[C:5](=[CH:4][C:3]([O:2][CH3:1])=[C:12]4[O:13][C:14]([CH3:17])([CH3:16])[CH2:15][C:11]4=3)[CH2:6][C:7]([CH3:26])([CH3:25])[N:8]=2)[CH:19]=1)[CH2:36][CH2:35][NH:34][C:32](=[O:33])[O:31][C:27]([CH3:29])([CH3:28])[CH3:30]. The catalyst class is: 35.